Dataset: Catalyst prediction with 721,799 reactions and 888 catalyst types from USPTO. Task: Predict which catalyst facilitates the given reaction. (1) Reactant: [F:1][C:2]1[C:3]([C:22](OCC)=[O:23])=[CH:4][N:5]([S:13]([C:16]2[CH:21]=[CH:20][CH:19]=[CH:18][CH:17]=2)(=[O:15])=[O:14])[C:6]=1[C:7]1[CH:12]=[CH:11][CH:10]=[CH:9][CH:8]=1.[H-].C([Al+]CC(C)C)C(C)C.Cl. Product: [F:1][C:2]1[C:3]([CH2:22][OH:23])=[CH:4][N:5]([S:13]([C:16]2[CH:17]=[CH:18][CH:19]=[CH:20][CH:21]=2)(=[O:15])=[O:14])[C:6]=1[C:7]1[CH:8]=[CH:9][CH:10]=[CH:11][CH:12]=1. The catalyst class is: 207. (2) Reactant: [CH3:1][O:2][C:3]1[C:12]([NH:13][C:14]([N:16]2[CH2:21][CH2:20][N:19]([C:22]3[CH:27]=[C:26]([N+:28]([O-])=O)[CH:25]=[C:24]([N+:31]([O-])=O)[CH:23]=3)[CH2:18][CH2:17]2)=[O:15])=[N:11][C:10]2[C:5](=[CH:6][CH:7]=[CH:8][CH:9]=2)[N:4]=1. Product: [CH3:1][O:2][C:3]1[C:12]([NH:13][C:14]([N:16]2[CH2:21][CH2:20][N:19]([C:22]3[CH:27]=[C:26]([NH2:28])[CH:25]=[C:24]([NH2:31])[CH:23]=3)[CH2:18][CH2:17]2)=[O:15])=[N:11][C:10]2[C:5](=[CH:6][CH:7]=[CH:8][CH:9]=2)[N:4]=1. The catalyst class is: 29. (3) Reactant: [F:1][C:2]1[CH:7]=[CH:6][C:5]([S:8]([C:11]2[CH:12]=[CH:13][C:14]([CH2:21][CH2:22][CH3:23])=[C:15]([S:17](Cl)(=[O:19])=[O:18])[CH:16]=2)(=[O:10])=[O:9])=[CH:4][CH:3]=1.[CH2:24]([NH2:32])[CH2:25][C:26]1[CH:31]=[CH:30][CH:29]=[CH:28][CH:27]=1. Product: [F:1][C:2]1[CH:7]=[CH:6][C:5]([S:8]([C:11]2[CH:12]=[CH:13][C:14]([CH2:21][CH2:22][CH3:23])=[C:15]([S:17]([NH:32][CH2:24][CH2:25][C:26]3[CH:31]=[CH:30][CH:29]=[CH:28][CH:27]=3)(=[O:19])=[O:18])[CH:16]=2)(=[O:10])=[O:9])=[CH:4][CH:3]=1. The catalyst class is: 4. (4) Reactant: [Br:1][C:2]1[C:6]2[CH2:7][N:8](C(OC(C)(C)C)=O)[CH2:9][CH2:10][C:5]=2[NH:4][N:3]=1. Product: [Br:1][C:2]1[C:6]2[CH2:7][NH:8][CH2:9][CH2:10][C:5]=2[NH:4][N:3]=1. The catalyst class is: 2. (5) Reactant: [F:1][C:2]1[CH:3]=[C:4]([N:21]2[CH2:25][C@H:24]([CH2:26][N:27]3[CH:31]=[CH:30][N:29]=[N:28]3)[O:23][C:22]2=[O:32])[CH:5]=[CH:6][C:7]=1[C:8]1[CH:9]=[N:10][C:11]([C:14]2[CH2:18][C@@H:17]([CH2:19][OH:20])[O:16][N:15]=2)=[CH:12][CH:13]=1.Cl.[C:34](Cl)(=[O:41])[C:35]1[CH:40]=[CH:39][CH:38]=[N:37][CH:36]=1.CN(C)C=O. Product: [C:34]([O:20][CH2:19][C@H:17]1[O:16][N:15]=[C:14]([C:11]2[CH:12]=[CH:13][C:8]([C:7]3[CH:6]=[CH:5][C:4]([N:21]4[CH2:25][C@H:24]([CH2:26][N:27]5[CH:31]=[CH:30][N:29]=[N:28]5)[O:23][C:22]4=[O:32])=[CH:3][C:2]=3[F:1])=[CH:9][N:10]=2)[CH2:18]1)(=[O:41])[C:35]1[CH:40]=[CH:39][CH:38]=[N:37][CH:36]=1. The catalyst class is: 341. (6) Reactant: CCCCC1OC2C=CC(NS(C)(=O)=O)=CC=2C=1C(C1C=CC(OCCCN(CCCC)CCCC)=CC=1)=O.[OH:40][C:41]1[CH:48]=[CH:47][C:46]([N+:49]([O-:51])=[O:50])=[CH:45][C:42]=1[CH2:43][Br:44].[C:52]1([P:58]([C:65]2[CH:70]=[CH:69][CH:68]=[CH:67][CH:66]=2)[C:59]2[CH:64]=[CH:63][CH:62]=[CH:61][CH:60]=2)[CH:57]=[CH:56][CH:55]=[CH:54][CH:53]=1. Product: [Br-:44].[OH:40][C:41]1[CH:48]=[CH:47][C:46]([N+:49]([O-:51])=[O:50])=[CH:45][C:42]=1[CH2:43][P+:58]([C:59]1[CH:60]=[CH:61][CH:62]=[CH:63][CH:64]=1)([C:65]1[CH:70]=[CH:69][CH:68]=[CH:67][CH:66]=1)[C:52]1[CH:53]=[CH:54][CH:55]=[CH:56][CH:57]=1. The catalyst class is: 22. (7) Reactant: [C:1]([C:5]1[CH:6]=[C:7]2[C:12](=[C:13]([F:15])[CH:14]=1)[C:11](=[O:16])[N:10]([C:17]1[CH:24]=[C:23]([F:25])[CH:22]=[C:21]([C:26]3[CH:31]=[C:30]([NH:32][C:33]4[CH:38]=[CH:37][C:36]([N:39]5[CH2:44][C@@H:43]([CH3:45])[N:42]([CH:46]6[CH2:49][O:48][CH2:47]6)[CH2:41][C@@H:40]5[CH3:50])=[CH:35][N:34]=4)[C:29](=[O:51])[N:28]([CH3:52])[CH:27]=3)[C:18]=1[CH:19]=[O:20])[N:9]=[CH:8]2)([CH3:4])([CH3:3])[CH3:2].[BH4-].[Na+]. Product: [C:1]([C:5]1[CH:6]=[C:7]2[C:12](=[C:13]([F:15])[CH:14]=1)[C:11](=[O:16])[N:10]([C:17]1[CH:24]=[C:23]([F:25])[CH:22]=[C:21]([C:26]3[CH:31]=[C:30]([NH:32][C:33]4[CH:38]=[CH:37][C:36]([N:39]5[CH2:44][C@@H:43]([CH3:45])[N:42]([CH:46]6[CH2:49][O:48][CH2:47]6)[CH2:41][C@@H:40]5[CH3:50])=[CH:35][N:34]=4)[C:29](=[O:51])[N:28]([CH3:52])[CH:27]=3)[C:18]=1[CH2:19][OH:20])[N:9]=[CH:8]2)([CH3:3])([CH3:4])[CH3:2]. The catalyst class is: 5.